The task is: Predict the reaction yield, written as a fraction of the theoretical maximum amount of product (1.0 means a 100% yield; for example, 0.34 means a 34% yield).. This data is from Reaction yield outcomes from USPTO patents with 853,638 reactions. (1) The reactants are [Cl:1][C:2]1[C:3](I)=[C:4]2[CH:10]=[CH:9][N:8]([Si:11]([CH:18]([CH3:20])[CH3:19])([CH:15]([CH3:17])[CH3:16])[CH:12]([CH3:14])[CH3:13])[C:5]2=[N:6][CH:7]=1.[Li]CCCC.[CH2:27]([N:34]([C:42]12[CH2:49][CH2:48][C:45]([CH:50]=[O:51])([CH2:46][CH2:47]1)[CH2:44][CH2:43]2)[C:35](=[O:41])[O:36][C:37]([CH3:40])([CH3:39])[CH3:38])[C:28]1[CH:33]=[CH:32][CH:31]=[CH:30][CH:29]=1.[NH4+].[Cl-]. The catalyst is C1COCC1.CCOC(C)=O. The product is [CH2:27]([N:34]([C:42]12[CH2:47][CH2:46][C:45]([CH:50]([C:3]3[C:2]([Cl:1])=[CH:7][N:6]=[C:5]4[N:8]([Si:11]([CH:18]([CH3:20])[CH3:19])([CH:15]([CH3:17])[CH3:16])[CH:12]([CH3:14])[CH3:13])[CH:9]=[CH:10][C:4]=34)[OH:51])([CH2:44][CH2:43]1)[CH2:48][CH2:49]2)[C:35](=[O:41])[O:36][C:37]([CH3:40])([CH3:39])[CH3:38])[C:28]1[CH:33]=[CH:32][CH:31]=[CH:30][CH:29]=1. The yield is 0.640. (2) The reactants are Cl[C:2]1[C:23]([O:24][CH2:25][CH2:26][O:27][CH2:28][CH2:29][O:30][CH3:31])=[CH:22][C:5]([C:6]([NH:8][S:9]([C:12]2[CH:17]=[CH:16][CH:15]=[CH:14][C:13]=2[S:18](=[O:21])(=[O:20])[NH2:19])(=[O:11])=[O:10])=[O:7])=[CH:4][N:3]=1.[O:32]1[C:36]2[CH:37]=[CH:38][CH:39]=[CH:40][C:35]=2[CH:34]=[C:33]1B(O)O. No catalyst specified. The product is [O:32]1[C:36]2[CH:37]=[CH:38][CH:39]=[CH:40][C:35]=2[CH:34]=[C:33]1[C:2]1[C:23]([O:24][CH2:25][CH2:26][O:27][CH2:28][CH2:29][O:30][CH3:31])=[CH:22][C:5]([C:6]([NH:8][S:9]([C:12]2[CH:17]=[CH:16][CH:15]=[CH:14][C:13]=2[S:18](=[O:21])(=[O:20])[NH2:19])(=[O:11])=[O:10])=[O:7])=[CH:4][N:3]=1. The yield is 0.310. (3) The reactants are C([O:3][C:4](=[O:11])[CH2:5][N:6]1[CH:10]=[CH:9][CH:8]=[N:7]1)C.S(=O)(=O)(O)O.[N+:17]([O-])([OH:19])=[O:18]. No catalyst specified. The product is [N+:17]([C:9]1[CH:8]=[N:7][N:6]([CH2:5][C:4]([OH:3])=[O:11])[CH:10]=1)([O-:19])=[O:18]. The yield is 0.330. (4) The reactants are [CH2:1]1[C:3]2([CH2:8][CH2:7][CH2:6][CH2:5][N:4]2[C:9]2[N:13]3[CH:14]=[C:15]([O:18][C@H:19]4[C:28]5[C:23](=[CH:24][CH:25]=[CH:26][CH:27]=5)[C@@H:22]([NH2:29])[CH2:21][CH2:20]4)[CH:16]=[CH:17][C:12]3=[N:11][N:10]=2)[CH2:2]1.ClC(Cl)(Cl)C[O:33][C:34](=O)[NH:35][C:36]1[N:37]([C:45]2[CH:50]=[CH:49][CH:48]=[C:47]([O:51][CH2:52][CH2:53][OH:54])[CH:46]=2)[N:38]=[C:39]([C:41]([CH3:44])([CH3:43])[CH3:42])[CH:40]=1.CCN(C(C)C)C(C)C. The catalyst is O1CCOCC1.C(Cl)Cl. The product is [CH2:2]1[C:3]2([CH2:8][CH2:7][CH2:6][CH2:5][N:4]2[C:9]2[N:13]3[CH:14]=[C:15]([O:18][C@H:19]4[C:28]5[C:23](=[CH:24][CH:25]=[CH:26][CH:27]=5)[C@@H:22]([NH:29][C:34]([NH:35][C:36]5[N:37]([C:45]6[CH:50]=[CH:49][CH:48]=[C:47]([O:51][CH2:52][CH2:53][OH:54])[CH:46]=6)[N:38]=[C:39]([C:41]([CH3:44])([CH3:43])[CH3:42])[CH:40]=5)=[O:33])[CH2:21][CH2:20]4)[CH:16]=[CH:17][C:12]3=[N:11][N:10]=2)[CH2:1]1. The yield is 0.890. (5) The reactants are [CH2:1](O)[C:2]1[CH:7]=[CH:6][CH:5]=[CH:4][CH:3]=1.[C:9]([NH:17][CH2:18][C@@H:19]([CH2:24][CH:25]([CH3:27])[CH3:26])[CH2:20][C:21]([OH:23])=[O:22])(=[O:16])[C:10]1[CH:15]=[CH:14][CH:13]=[CH:12][CH:11]=1.C1(N=C=NC2CCCCC2)CCCCC1. The catalyst is CN(C)C1C=CN=CC=1.ClCCl. The product is [C:9]([NH:17][CH2:18][C@@H:19]([CH2:24][CH:25]([CH3:27])[CH3:26])[CH2:20][C:21]([O:23][CH2:1][C:2]1[CH:7]=[CH:6][CH:5]=[CH:4][CH:3]=1)=[O:22])(=[O:16])[C:10]1[CH:15]=[CH:14][CH:13]=[CH:12][CH:11]=1. The yield is 0.790. (6) The yield is 0.830. The product is [CH2:37]([N:21]([CH2:17][CH:18]([CH3:20])[CH3:19])[C:22]1[CH:27]=[CH:26][C:25]([C:28]([C:29]([F:32])([F:31])[F:30])=[CH:11][C:12]([O:14][CH2:15][CH3:16])=[O:13])=[CH:24][C:23]=1[N+:34]([O-:36])=[O:35])[CH:38]([CH3:39])[CH3:40]. The reactants are [H-].[Na+].C(OP([CH2:11][C:12]([O:14][CH2:15][CH3:16])=[O:13])(OCC)=O)C.[CH2:17]([N:21]([CH2:37][CH:38]([CH3:40])[CH3:39])[C:22]1[CH:27]=[CH:26][C:25]([C:28](=O)[C:29]([F:32])([F:31])[F:30])=[CH:24][C:23]=1[N+:34]([O-:36])=[O:35])[CH:18]([CH3:20])[CH3:19]. The catalyst is C1COCC1. (7) The reactants are C[Si]([C:5]#[N:6])(C)C.[NH2:7][C:8]1[CH:13]=[CH:12][C:11]([CH3:14])=[CH:10][CH:9]=1.[C:15]1(=O)[CH2:19][CH2:18][CH2:17][CH2:16]1. The catalyst is ClCCl. The product is [CH3:14][C:11]1[CH:12]=[CH:13][C:8]([NH:7][C:15]2([C:5]#[N:6])[CH2:19][CH2:18][CH2:17][CH2:16]2)=[CH:9][CH:10]=1. The yield is 0.980. (8) The reactants are [NH2:1][C@@:2]([C:6]1[CH:15]=[CH:14][C:13]2[C:8](=[CH:9][CH:10]=[C:11]([O:20][CH:21]3[CH2:26][CH2:25][CH:24]([CH:27]4[CH2:31][CH2:30][CH2:29][CH2:28]4)[CH2:23][CH2:22]3)[C:12]=2[C:16]([F:19])([F:18])[F:17])[CH:7]=1)([CH3:5])[CH2:3][OH:4].[C:32]([O:36][C:37](O[C:37]([O:36][C:32]([CH3:35])([CH3:34])[CH3:33])=[O:38])=[O:38])([CH3:35])([CH3:34])[CH3:33].C(Cl)(Cl)Cl.C(=O)(O)[O-].[Na+].O. No catalyst specified. The product is [C:32]([O:36][C:37](=[O:38])[NH:1][C@@:2]([C:6]1[CH:15]=[CH:14][C:13]2[C:8](=[CH:9][CH:10]=[C:11]([O:20][CH:21]3[CH2:26][CH2:25][CH:24]([CH:27]4[CH2:31][CH2:30][CH2:29][CH2:28]4)[CH2:23][CH2:22]3)[C:12]=2[C:16]([F:18])([F:19])[F:17])[CH:7]=1)([CH3:5])[CH2:3][OH:4])([CH3:35])([CH3:34])[CH3:33]. The yield is 0.490. (9) The reactants are Cl[C:2]1[CH:3]=[CH:4][C:5]2[O:14][CH2:13][CH2:12][C:11]3[CH:10]=[C:9]([C:15]4[N:16]([C:20]5[CH:25]=[CH:24][C:23]([F:26])=[CH:22][C:21]=5[F:27])[N:17]=[CH:18][N:19]=4)[S:8][C:7]=3[C:6]=2[N:28]=1.C[Si](C)(C)[O:31][CH:32]1[CH2:37][CH2:36][NH:35][CH2:34][CH2:33]1.C(N1CCN2CCN(CCCC)P1N(CCCC)CC2)CCC.CC(C)([O-])C. The catalyst is O1CCOCC1.CC([O-])=O.CC([O-])=O.[Pd+2]. The product is [F:27][C:21]1[CH:22]=[C:23]([F:26])[CH:24]=[CH:25][C:20]=1[N:16]1[C:15]([C:9]2[S:8][C:7]3[C:6]4[N:28]=[C:2]([N:35]5[CH2:36][CH2:37][CH:32]([OH:31])[CH2:33][CH2:34]5)[CH:3]=[CH:4][C:5]=4[O:14][CH2:13][CH2:12][C:11]=3[CH:10]=2)=[N:19][CH:18]=[N:17]1. The yield is 0.380. (10) The reactants are [NH2:1][C:2]1[CH:7]=[CH:6][C:5]([CH2:8][C:9]([O:11][C:12]([CH3:15])([CH3:14])[CH3:13])=[O:10])=[CH:4][C:3]=1[CH3:16].[Cl:17][C:18]1[CH:23]=[CH:22][CH:21]=[C:20]([Cl:24])[C:19]=1[N:25]=[C:26]=[O:27].CCN(CC)CC. The catalyst is C1COCC1. The product is [Cl:17][C:18]1[CH:23]=[CH:22][CH:21]=[C:20]([Cl:24])[C:19]=1[NH:25][C:26](=[O:27])[NH:1][C:2]1[CH:7]=[CH:6][C:5]([CH2:8][C:9]([O:11][C:12]([CH3:13])([CH3:15])[CH3:14])=[O:10])=[CH:4][C:3]=1[CH3:16]. The yield is 0.740.